Dataset: Full USPTO retrosynthesis dataset with 1.9M reactions from patents (1976-2016). Task: Predict the reactants needed to synthesize the given product. (1) Given the product [Cl:8][C:5]1[N:6]=[CH:7][C:2]([NH:1][C:25]([C:22]2[CH:21]=[CH:20][C:19]([Br:18])=[CH:24][N:23]=2)=[O:26])=[CH:3][C:4]=1[C:9]1([CH2:16][F:17])[CH2:10][O:11][CH2:12][C:13](=[S:15])[NH:14]1, predict the reactants needed to synthesize it. The reactants are: [NH2:1][C:2]1[CH:3]=[C:4]([C:9]2([CH2:16][F:17])[NH:14][C:13](=[S:15])[CH2:12][O:11][CH2:10]2)[C:5]([Cl:8])=[N:6][CH:7]=1.[Br:18][C:19]1[CH:20]=[CH:21][C:22]([C:25](O)=[O:26])=[N:23][CH:24]=1.C1C=NC2N(O)N=NC=2C=1.CCN(C(C)C)C(C)C.C(Cl)CCl. (2) Given the product [CH3:40][O:39][C:24]1[CH:23]=[C:22]([CH2:21][C:20]([NH:19][C:16]2[CH:15]=[CH:14][C:13]([C:8]3([CH2:7][C:6]([OH:42])=[O:5])[CH2:12][CH2:11][CH2:10][CH2:9]3)=[CH:18][CH:17]=2)=[O:41])[CH:27]=[CH:26][C:25]=1[NH:28][C:29]([NH:31][C:32]1[CH:37]=[CH:36][CH:35]=[CH:34][C:33]=1[CH3:38])=[O:30], predict the reactants needed to synthesize it. The reactants are: C([O:5][C:6](=[O:42])[CH2:7][C:8]1([C:13]2[CH:18]=[CH:17][C:16]([NH:19][C:20](=[O:41])[CH2:21][C:22]3[CH:27]=[CH:26][C:25]([NH:28][C:29]([NH:31][C:32]4[CH:37]=[CH:36][CH:35]=[CH:34][C:33]=4[CH3:38])=[O:30])=[C:24]([O:39][CH3:40])[CH:23]=3)=[CH:15][CH:14]=2)[CH2:12][CH2:11][CH2:10][CH2:9]1)(C)(C)C.ClCCl.O.CO.